Dataset: Catalyst prediction with 721,799 reactions and 888 catalyst types from USPTO. Task: Predict which catalyst facilitates the given reaction. (1) Reactant: C(OC([N:8]1[CH2:13][CH2:12][CH2:11][C@H:10]([C:14]2[N:18]=[C:17]([C:19]3[CH:24]=[CH:23][C:22]([F:25])=[CH:21][CH:20]=3)[O:16][N:15]=2)[CH2:9]1)=O)(C)(C)C.[Cl:26]CCl. Product: [ClH:26].[F:25][C:22]1[CH:23]=[CH:24][C:19]([C:17]2[O:16][N:15]=[C:14]([C@H:10]3[CH2:11][CH2:12][CH2:13][NH:8][CH2:9]3)[N:18]=2)=[CH:20][CH:21]=1. The catalyst class is: 33. (2) Reactant: Br[CH2:2][C:3]([C:5]1[CH:10]=[C:9]([F:11])[CH:8]=[C:7]([F:12])[CH:6]=1)=O.[Cl:13][C:14]1[N:19]=[N:18][C:17]([NH2:20])=[CH:16][CH:15]=1. Product: [Cl:13][C:14]1[CH:15]=[CH:16][C:17]2[N:18]([CH:2]=[C:3]([C:5]3[CH:10]=[C:9]([F:11])[CH:8]=[C:7]([F:12])[CH:6]=3)[N:20]=2)[N:19]=1. The catalyst class is: 8. (3) Reactant: [C:1]([N:5]1[CH2:8][CH:7]([C:9]2[N:14]=[CH:13][C:12]([NH:15][S:16]([C:19]3[CH:24]=[CH:23][C:22]([O:25][C:26]([F:29])([F:28])[F:27])=[CH:21][CH:20]=3)(=[O:18])=[O:17])=[CH:11][CH:10]=2)[CH2:6]1)(=O)[CH2:2][CH3:3]. Product: [CH2:1]([N:5]1[CH2:8][CH:7]([C:9]2[N:14]=[CH:13][C:12]([NH:15][S:16]([C:19]3[CH:24]=[CH:23][C:22]([O:25][C:26]([F:28])([F:29])[F:27])=[CH:21][CH:20]=3)(=[O:18])=[O:17])=[CH:11][CH:10]=2)[CH2:6]1)[CH2:2][CH3:3]. The catalyst class is: 1. (4) The catalyst class is: 543. Product: [Br:19][CH2:17][C:7]1[CH:8]=[C:9]([C:10]2[CH:15]=[CH:14][CH:13]=[C:12]([O:16][CH:38]3[CH2:33][O:32][CH2:37]3)[CH:11]=2)[C:4]([O:3][CH:2]([F:1])[F:18])=[N:5][CH:6]=1. Reactant: [F:1][CH:2]([F:18])[O:3][C:4]1[C:9]([C:10]2[CH:11]=[C:12]([OH:16])[CH:13]=[CH:14][CH:15]=2)=[CH:8][C:7]([CH3:17])=[CH:6][N:5]=1.[Br:19]C1C(OC(F)F)=NC=C(CBr)C=1.[OH:32][C:33]1C=C(B(O)O)C=[CH:37][CH:38]=1.C([O-])([O-])=O.[Na+].[Na+].